The task is: Regression. Given two drug SMILES strings and cell line genomic features, predict the synergy score measuring deviation from expected non-interaction effect.. This data is from NCI-60 drug combinations with 297,098 pairs across 59 cell lines. (1) Drug 1: CC12CCC(CC1=CCC3C2CCC4(C3CC=C4C5=CN=CC=C5)C)O. Drug 2: C1=CN(C(=O)N=C1N)C2C(C(C(O2)CO)O)O.Cl. Cell line: RXF 393. Synergy scores: CSS=20.6, Synergy_ZIP=-2.31, Synergy_Bliss=0.646, Synergy_Loewe=2.85, Synergy_HSA=3.96. (2) Drug 1: CS(=O)(=O)C1=CC(=C(C=C1)C(=O)NC2=CC(=C(C=C2)Cl)C3=CC=CC=N3)Cl. Drug 2: CS(=O)(=O)OCCCCOS(=O)(=O)C. Cell line: UACC62. Synergy scores: CSS=7.13, Synergy_ZIP=-1.88, Synergy_Bliss=1.69, Synergy_Loewe=-1.38, Synergy_HSA=0.313. (3) Drug 1: CC1CCC2CC(C(=CC=CC=CC(CC(C(=O)C(C(C(=CC(C(=O)CC(OC(=O)C3CCCCN3C(=O)C(=O)C1(O2)O)C(C)CC4CCC(C(C4)OC)O)C)C)O)OC)C)C)C)OC. Drug 2: B(C(CC(C)C)NC(=O)C(CC1=CC=CC=C1)NC(=O)C2=NC=CN=C2)(O)O. Cell line: EKVX. Synergy scores: CSS=51.1, Synergy_ZIP=2.22, Synergy_Bliss=3.12, Synergy_Loewe=1.46, Synergy_HSA=1.95.